This data is from Full USPTO retrosynthesis dataset with 1.9M reactions from patents (1976-2016). The task is: Predict the reactants needed to synthesize the given product. (1) The reactants are: [CH3:1][O:2][C:3](=[O:15])[C:4]1[C:5](=[C:10](I)[CH:11]=[CH:12][CH:13]=1)[C:6]([O:8][CH3:9])=[O:7].[CH3:16][N:17]([CH3:31])[CH2:18][CH2:19][CH2:20][O:21][C:22]1[CH:27]=[CH:26][C:25]([NH2:28])=[C:24]([O:29][CH3:30])[CH:23]=1.C1C=CC(P(C2C(C3C(P(C4C=CC=CC=4)C4C=CC=CC=4)=CC=C4C=3C=CC=C4)=C3C(C=CC=C3)=CC=2)C2C=CC=CC=2)=CC=1.C(=O)([O-])[O-].[Cs+].[Cs+]. Given the product [CH3:1][O:2][C:3](=[O:15])[C:4]1[C:5](=[C:10]([NH:28][C:25]2[CH:26]=[CH:27][C:22]([O:21][CH2:20][CH2:19][CH2:18][N:17]([CH3:31])[CH3:16])=[CH:23][C:24]=2[O:29][CH3:30])[CH:11]=[CH:12][CH:13]=1)[C:6]([O:8][CH3:9])=[O:7], predict the reactants needed to synthesize it. (2) Given the product [NH2:24][C:25]1[N:26]=[C:27]([C:30]2[CH2:25][N:26]([C:35]([O:19][C:18]([CH3:17])([CH3:20])[CH3:21])=[O:38])[CH2:27][CH2:1][CH:2]=2)[CH:28]=[CH:29][C:30]=1[N+:31]([O-:33])=[O:32], predict the reactants needed to synthesize it. The reactants are: [CH3:1][C:2]([O-])=O.[K+].B1(B2[O:19][C:18]([CH3:21])([CH3:20])[C:17](C)(C)O2)O[C:17](C)(C)[C:18]([CH3:21])([CH3:20])[O:19]1.[NH2:24][C:25]1[C:30]([N+:31]([O-:33])=[O:32])=[CH:29][CH:28]=[C:27](Cl)[N:26]=1.[C:35]([O-:38])([O-])=O.[Na+].[Na+]. (3) Given the product [F:28][C:25]1[CH:24]=[CH:23][C:22]([N:19]2[CH2:18][CH2:17][N:16]([C:14](=[O:15])[CH2:13][N:1]3[CH:5]=[CH:4][CH:3]=[N:2]3)[CH2:21][CH2:20]2)=[CH:27][CH:26]=1, predict the reactants needed to synthesize it. The reactants are: [NH:1]1[CH:5]=[CH:4][CH:3]=[N:2]1.C([O-])([O-])=O.[K+].[K+].Cl[CH2:13][C:14]([N:16]1[CH2:21][CH2:20][N:19]([C:22]2[CH:27]=[CH:26][C:25]([F:28])=[CH:24][CH:23]=2)[CH2:18][CH2:17]1)=[O:15]. (4) Given the product [Cl:13][C:10]1[C:9]2[C:4](=[CH:5][C:6]([F:15])=[CH:7][C:8]=2[F:14])[N:3]=[C:2]([C:21]2[CH:20]=[N:19][C:18]([C:17]([F:28])([F:27])[F:16])=[CH:23][CH:22]=2)[C:11]=1[CH3:12], predict the reactants needed to synthesize it. The reactants are: Cl[C:2]1[C:11]([CH3:12])=[C:10]([Cl:13])[C:9]2[C:4](=[CH:5][C:6]([F:15])=[CH:7][C:8]=2[F:14])[N:3]=1.[F:16][C:17]([F:28])([F:27])[C:18]1[CH:23]=[CH:22][C:21](B(O)O)=[CH:20][N:19]=1.C(=O)([O-])[O-].[K+].[K+]. (5) Given the product [C:1]([O:6][CH2:7][CH:13]1[O:12][CH2:14]1)(=[O:5])[C:2]([CH3:4])=[CH2:3], predict the reactants needed to synthesize it. The reactants are: [C:1]([O:6][CH3:7])(=[O:5])[C:2]([CH3:4])=[CH2:3].C([O:12][CH2:13][CH2:14]CC)(=O)C=C.C=CC1C=CC=CC=1.C(OO)(C)(C)C. (6) The reactants are: N1CC(O[C:6]2[CH:11]=[CH:10][N:9]=[CH:8][C:7]=2[NH:12][C:13](=[O:29])[C:14]2[CH:19]=[CH:18][C:17]([F:20])=[C:16]([C:21]3[C:26]([F:27])=[CH:25][CH:24]=[CH:23][C:22]=3[F:28])[N:15]=2)C1.OCC1CCN(C(OC(C)(C)C)=O)CC1.[CH3:45][C:46]1([CH3:54])[O:50][CH:49]([CH2:51][CH2:52][OH:53])[CH2:48][O:47]1. Given the product [F:27][C:26]1[CH:25]=[CH:24][CH:23]=[C:22]([F:28])[C:21]=1[C:16]1[N:15]=[C:14]([C:13]([NH:12][C:7]2[CH:8]=[N:9][CH:10]=[CH:11][C:6]=2[O:53][CH2:52][CH2:51][CH:49]2[CH2:48][O:47][C:46]([CH3:54])([CH3:45])[O:50]2)=[O:29])[CH:19]=[CH:18][C:17]=1[F:20], predict the reactants needed to synthesize it. (7) Given the product [CH3:1][O:2][C:3]([C:4]1[N:17]=[C:18]([NH2:20])[S:19][C:5]=1[CH2:6][CH2:7][C:8]1[CH:13]=[CH:12][CH:11]=[CH:10][CH:9]=1)=[O:16], predict the reactants needed to synthesize it. The reactants are: [CH3:1][O:2][C:3](=[O:16])[C:4](=O)[CH:5](Cl)[CH2:6][CH2:7][C:8]1[CH:13]=[CH:12][CH:11]=[CH:10][CH:9]=1.[NH2:17][C:18]([NH2:20])=[S:19].N.CO.